From a dataset of Forward reaction prediction with 1.9M reactions from USPTO patents (1976-2016). Predict the product of the given reaction. (1) Given the reactants [CH:1]1([CH:6]2[O:10][B:9]([OH:11])[C:8]3[CH:12]=[C:13]([NH:16][C:17](=[O:28])[C:18]4[CH:23]=[CH:22][CH:21]=[CH:20][C:19]=4C(F)(F)F)[CH:14]=[CH:15][C:7]2=3)[CH2:5][CH2:4][CH2:3][CH2:2]1.[Cl:29]C1C=CC=CC=1C(Cl)=O, predict the reaction product. The product is: [Cl:29][C:19]1[CH:20]=[CH:21][CH:22]=[CH:23][C:18]=1[C:17]([NH:16][C:13]1[CH:14]=[CH:15][C:7]2[CH:6]([CH:1]3[CH2:5][CH2:4][CH2:3][CH2:2]3)[O:10][B:9]([OH:11])[C:8]=2[CH:12]=1)=[O:28]. (2) Given the reactants [CH:1]1[C:6]([CH2:7][CH2:8][C:9]2[C:13]3[C:14]([NH:16][C:17]([NH2:19])=[N:18][C:12]=3[NH:11][CH:10]=2)=[O:15])=[CH:5][CH:4]=[C:3]([C:20]([NH:22][C@@H:23]([C:29]([O-:31])=[O:30])[CH2:24][CH2:25][C:26]([O-:28])=[O:27])=[O:21])[CH:2]=1.[Na+:32].[Na+].Cl.CC[OH:37], predict the reaction product. The product is: [CH:5]1[C:6]([CH2:7][CH2:8][C:9]2[C:13]3[C:14]([N:16]=[C:17]([NH2:19])[NH:18][C:12]=3[NH:11][CH:10]=2)=[O:15])=[CH:1][CH:2]=[C:3]([C:20]([NH:22][C@H:23]([C:29]([O-:31])=[O:30])[CH2:24][CH2:25][C:26]([O-:28])=[O:27])=[O:21])[CH:4]=1.[OH2:37].[OH2:15].[OH2:15].[OH2:15].[OH2:15].[OH2:15].[OH2:15].[Na+:32].[Na+:32]. (3) Given the reactants [CH3:1][N:2]1[CH:6]=[C:5]([C:7]2[CH:8]=[CH:9][C:10]3[N:11]([C:13]([C:16]([C:18]4[CH:19]=[C:20]5[C:25](=[CH:26][CH:27]=4)[N:24]=[CH:23][CH:22]=[CH:21]5)=[CH2:17])=[CH:14][N:15]=3)[N:12]=2)[CH:4]=[N:3]1, predict the reaction product. The product is: [CH3:1][N:2]1[CH:6]=[C:5]([C:7]2[CH:8]=[CH:9][C:10]3[N:11]([C:13]([CH:16]([C:18]4[CH:19]=[C:20]5[C:25](=[CH:26][CH:27]=4)[NH:24][CH2:23][CH2:22][CH2:21]5)[CH3:17])=[CH:14][N:15]=3)[N:12]=2)[CH:4]=[N:3]1. (4) Given the reactants [NH2:1][C:2]1[C:7]2[C:8]([C:11]3[CH:16]=[CH:15][C:14]([NH:17][C:18]([C:20]4[N:21]([CH3:29])[C:22]5[C:27]([CH:28]=4)=[CH:26][CH:25]=[CH:24][CH:23]=5)=[O:19])=[C:13]([O:30][CH3:31])[CH:12]=3)=[CH:9][S:10][C:6]=2[C:5]([C:32](O)=[O:33])=[CH:4][N:3]=1.CN(C(ON1N=NC2C1=CC=CC=2)=[N+](C)C)C.F[P-](F)(F)(F)(F)F.O.ON1C2C=CC=CC=2N=N1.C(N(C(C)C)CC)(C)C.[NH2:79][CH2:80][CH2:81][N:82]([CH2:86][CH2:87][OH:88])[CH2:83][CH2:84][OH:85], predict the reaction product. The product is: [OH:85][CH2:84][CH2:83][N:82]([CH2:86][CH2:87][OH:88])[CH2:81][CH2:80][NH:79][C:32]([C:5]1[C:6]2[S:10][CH:9]=[C:8]([C:11]3[CH:16]=[CH:15][C:14]([NH:17][C:18]([C:20]4[N:21]([CH3:29])[C:22]5[C:27]([CH:28]=4)=[CH:26][CH:25]=[CH:24][CH:23]=5)=[O:19])=[C:13]([O:30][CH3:31])[CH:12]=3)[C:7]=2[C:2]([NH2:1])=[N:3][CH:4]=1)=[O:33]. (5) Given the reactants [CH3:1][CH2:2][CH2:3][CH2:4][CH2:5][CH3:6].[CH2:7]([Li])[CH2:8][CH2:9][CH3:10].[S:12]1[CH:16]=CC=C1C1C=CC=CC=1NC1C=CC=CC=1C1C=CC=CC=1.C[CH2:37][CH2:38][CH2:39][CH2:40][CH2:41][CH3:42].[B:43](Cl)(Cl)Cl.[Cl-].[Cl-].[Cl-].[Al+3].C[C:52]1(C)[CH2:57][CH2:56][CH2:55][C:54](C)(C)[NH:53]1.CCCCCCCC, predict the reaction product. The product is: [CH:2]1[C:3]2[C:4]3=[C:54]4[N:53]([C:42]5[CH:41]=[CH:40][CH:39]=[CH:38][C:37]=5[C:5]3=[C:6]3[B:43]([CH:7]=[CH:8][CH:9]=[CH:10]3)[C:16]=2[S:12][CH:1]=1)[CH:52]=[CH:57][CH:56]=[CH:55]4.